Dataset: NCI-60 drug combinations with 297,098 pairs across 59 cell lines. Task: Regression. Given two drug SMILES strings and cell line genomic features, predict the synergy score measuring deviation from expected non-interaction effect. (1) Drug 1: C1=CC(=CC=C1CC(C(=O)O)N)N(CCCl)CCCl.Cl. Drug 2: CS(=O)(=O)CCNCC1=CC=C(O1)C2=CC3=C(C=C2)N=CN=C3NC4=CC(=C(C=C4)OCC5=CC(=CC=C5)F)Cl. Cell line: MALME-3M. Synergy scores: CSS=13.4, Synergy_ZIP=3.35, Synergy_Bliss=9.17, Synergy_Loewe=-0.438, Synergy_HSA=0.0681. (2) Drug 1: CC1=C(C=C(C=C1)C(=O)NC2=CC(=CC(=C2)C(F)(F)F)N3C=C(N=C3)C)NC4=NC=CC(=N4)C5=CN=CC=C5. Drug 2: B(C(CC(C)C)NC(=O)C(CC1=CC=CC=C1)NC(=O)C2=NC=CN=C2)(O)O. Cell line: SR. Synergy scores: CSS=26.6, Synergy_ZIP=3.58, Synergy_Bliss=8.08, Synergy_Loewe=-31.7, Synergy_HSA=3.79.